Dataset: Full USPTO retrosynthesis dataset with 1.9M reactions from patents (1976-2016). Task: Predict the reactants needed to synthesize the given product. (1) Given the product [Br:15][C:16]1[CH:17]=[CH:18][C:19]([O:24][CH2:25][C:26]2[CH:31]=[CH:30][CH:29]=[C:28]([Cl:32])[CH:27]=2)=[C:20]([CH:23]=1)[CH2:21][O:12][CH:10]1[CH2:9][NH:8][CH2:11]1, predict the reactants needed to synthesize it. The reactants are: C(OC([N:8]1[CH2:11][CH:10]([OH:12])[CH2:9]1)=O)(C)(C)C.[H-].[Na+].[Br:15][C:16]1[CH:17]=[CH:18][C:19]([O:24][CH2:25][C:26]2[CH:31]=[CH:30][CH:29]=[C:28]([Cl:32])[CH:27]=2)=[C:20]([CH:23]=1)[CH2:21]Cl. (2) The reactants are: [CH2:1]([O:3][C:4]([C:6]1[C:10]([CH3:11])=[CH:9][NH:8][C:7]=1[CH2:12][C:13]([OH:15])=O)=[O:5])[CH3:2].[CH2:16]([N:18]([CH2:22][CH3:23])[CH2:19][CH2:20][NH2:21])[CH3:17].Cl.C(N=C=NCCCN(C)C)C.ON1C2C=CC=CC=2N=N1. Given the product [CH2:1]([O:3][C:4]([C:6]1[C:10]([CH3:11])=[CH:9][NH:8][C:7]=1[CH2:12][C:13](=[O:15])[NH:21][CH2:20][CH2:19][N:18]([CH2:22][CH3:23])[CH2:16][CH3:17])=[O:5])[CH3:2], predict the reactants needed to synthesize it.